Dataset: Full USPTO retrosynthesis dataset with 1.9M reactions from patents (1976-2016). Task: Predict the reactants needed to synthesize the given product. (1) Given the product [CH3:1][C:2]1[N:3]=[CH:4][N:5]([C:7]2[CH:8]=[CH:9][C:10]([NH:13][C:14]3[S:15][C:18]([CH3:27])=[C:19]([C:21]4[CH:26]=[CH:25][CH:24]=[CH:23][CH:22]=4)[N:16]=3)=[CH:11][CH:12]=2)[CH:6]=1, predict the reactants needed to synthesize it. The reactants are: [CH3:1][C:2]1[N:3]=[CH:4][N:5]([C:7]2[CH:12]=[CH:11][C:10]([NH:13][C:14]([NH2:16])=[S:15])=[CH:9][CH:8]=2)[CH:6]=1.Br[CH:18]([CH3:27])[C:19]([C:21]1[CH:26]=[CH:25][CH:24]=[CH:23][CH:22]=1)=O. (2) The reactants are: [F:1][C:2]1[CH:7]=[CH:6][C:5]([CH2:8][O:9][C:10]2[CH:19]=[C:18]([C:20]3[CH:21]=[N:22][N:23]([CH3:25])[CH:24]=3)[C:17]([CH2:26][N:27]3[CH2:32][CH2:31][O:30][CH2:29][CH2:28]3)=[CH:16][C:11]=2[C:12]([O:14]C)=O)=[CH:4][CH:3]=1.[OH-].[Li+].Cl.C(N(C(C)C)CC)(C)C.[NH2:45][C:46]1[CH:47]=[N:48][CH:49]=[CH:50][CH:51]=1.ON1C2N=CC=CC=2N=N1.C(Cl)CCl. Given the product [F:1][C:2]1[CH:7]=[CH:6][C:5]([CH2:8][O:9][C:10]2[CH:19]=[C:18]([C:20]3[CH:21]=[N:22][N:23]([CH3:25])[CH:24]=3)[C:17]([CH2:26][N:27]3[CH2:28][CH2:29][O:30][CH2:31][CH2:32]3)=[CH:16][C:11]=2[C:12]([NH:45][C:46]2[CH:47]=[N:48][CH:49]=[CH:50][CH:51]=2)=[O:14])=[CH:4][CH:3]=1, predict the reactants needed to synthesize it. (3) Given the product [Cl:1][C:2]1[N:7]=[C:6]([F:8])[C:5]2[O:9][C:10]3[C:15]([C@@:16]4([CH2:21][CH2:20][O:19][C:18]([NH2:22])=[N:17]4)[C:4]=2[CH:3]=1)=[CH:14][C:13]([NH:31][C:32]1[C:37]([CH3:38])=[CH:36][CH:35]=[CH:34][N:33]=1)=[CH:12][CH:11]=3, predict the reactants needed to synthesize it. The reactants are: [Cl:1][C:2]1[N:7]=[C:6]([F:8])[C:5]2[O:9][C:10]3[C:15]([C@@:16]4([CH2:21][CH2:20][O:19]/[C:18](=[N:22]\C(=O)C5C=CC=CC=5)/[NH:17]4)[C:4]=2[CH:3]=1)=[CH:14][C:13]([NH:31][C:32]1[C:37]([CH3:38])=[CH:36][CH:35]=[CH:34][N:33]=1)=[CH:12][CH:11]=3.N.CO.